From a dataset of HIV replication inhibition screening data with 41,000+ compounds from the AIDS Antiviral Screen. Binary Classification. Given a drug SMILES string, predict its activity (active/inactive) in a high-throughput screening assay against a specified biological target. (1) The compound is Nc1ccc(Nc2nc(F)nc(-c3c4ccccc4c4n3CCS4)n2)cc1. The result is 0 (inactive). (2) The molecule is CC(=O)C(=CN1CCNC1=S)C(=O)Nc1ccc([N+](=O)[O-])cc1. The result is 0 (inactive). (3) The molecule is O=C(Nc1ccccc1-c1ccccc1)c1ccccc1. The result is 0 (inactive). (4) The molecule is COc1ccc(C2C(C#N)=C(S)N(C3OC(COC(C)=O)C(OC(C)=O)C(OC(C)=O)C3OC(C)=O)C(C)=C2C(C)=O)cc1. The result is 0 (inactive). (5) The molecule is O=C1OC(=O)c2c1ccc1ccc(Cl)cc21. The result is 0 (inactive).